The task is: Predict the product of the given reaction.. This data is from Forward reaction prediction with 1.9M reactions from USPTO patents (1976-2016). (1) Given the reactants F[C:2]1[CH:9]=[CH:8][CH:7]=[CH:6][C:3]=1[C:4]#[N:5].[Na].[CH3:11][C:12]([S-:15])([CH3:14])[CH3:13].C1C=C(Cl)C=C(C(OO)=[O:24])C=1.[OH-:27].[Na+], predict the reaction product. The product is: [C:12]([S:15]([C:2]1[CH:9]=[CH:8][CH:7]=[CH:6][C:3]=1[C:4]#[N:5])(=[O:24])=[O:27])([CH3:14])([CH3:13])[CH3:11]. (2) Given the reactants [F:1][C:2]1[CH:6]=[N:5][N:4]([CH3:7])[C:3]=1[C:8]1[CH:9]=[C:10]([NH2:16])[CH:11]=[CH:12][C:13]=1[O:14][CH3:15].[CH3:17][O:18][C:19]1[CH:24]=[CH:23][C:22]([N:25]=[C:26]=[O:27])=[CH:21][CH:20]=1, predict the reaction product. The product is: [F:1][C:2]1[CH:6]=[N:5][N:4]([CH3:7])[C:3]=1[C:8]1[CH:9]=[C:10]([NH:16][C:26]([NH:25][C:22]2[CH:23]=[CH:24][C:19]([O:18][CH3:17])=[CH:20][CH:21]=2)=[O:27])[CH:11]=[CH:12][C:13]=1[O:14][CH3:15]. (3) Given the reactants FC(F)(F)C(O)=O.[CH3:8][O:9][C:10]1[C:15]2[C:16]([C:38]3[CH:43]=[CH:42][N:41]=[C:40]([N:44]4[CH2:49][CH2:48][O:47][CH2:46][CH2:45]4)[CH:39]=3)=[N:17][N:18](C(C3C=CC=CC=3)(C3C=CC=CC=3)C3C=CC=CC=3)[C:14]=2[CH:13]=[C:12]([CH3:50])[N:11]=1.C([SiH](CC)CC)C.C(Cl)Cl, predict the reaction product. The product is: [CH3:8][O:9][C:10]1[C:15]2[C:16]([C:38]3[CH:43]=[CH:42][N:41]=[C:40]([N:44]4[CH2:49][CH2:48][O:47][CH2:46][CH2:45]4)[CH:39]=3)=[N:17][NH:18][C:14]=2[CH:13]=[C:12]([CH3:50])[N:11]=1. (4) Given the reactants [NH:1]1[CH:5]=[C:4]([C:6]2[CH:22]=[CH:21][C:9]3[C:10]4[N:11]=[C:12]([C:18](O)=[O:19])[S:13][C:14]=4[CH2:15][CH2:16][O:17][C:8]=3[CH:7]=2)[CH:3]=[N:2]1.[CH3:23][NH:24][CH2:25][C@H:26]([OH:29])[CH2:27][OH:28], predict the reaction product. The product is: [OH:29][C@@H:26]([CH2:27][OH:28])[CH2:25][N:24]([CH3:23])[C:18]([C:12]1[S:13][C:14]2[CH2:15][CH2:16][O:17][C:8]3[CH:7]=[C:6]([C:4]4[CH:3]=[N:2][NH:1][CH:5]=4)[CH:22]=[CH:21][C:9]=3[C:10]=2[N:11]=1)=[O:19]. (5) Given the reactants Br.[Br:2][CH2:3][C:4]([C:6]1[N:13]2[C:9]([S:10][CH:11]=[CH:12]2)=[N:8][C:7]=1[CH3:14])=O.C(O[C:18]1[CH:23]=[CH:22][C:21]([NH:24][C:25]([NH2:27])=[S:26])=[CH:20][CH:19]=1)C.[CH2:28](O)[CH3:29], predict the reaction product. The product is: [BrH:2].[CH2:28]([C:18]1[CH:19]=[CH:20][C:21]([NH:24][C:25]2[S:26][CH:3]=[C:4]([C:6]3[N:13]4[C:9]([S:10][CH:11]=[CH:12]4)=[N:8][C:7]=3[CH3:14])[N:27]=2)=[CH:22][CH:23]=1)[CH3:29]. (6) Given the reactants [Br:1][C:2]1[CH:3]=[CH:4][C:5]2[C:6](=[C:18]3[CH2:23][CH2:22][N:21]([C:24](=[O:29])[C:25]([F:28])([F:27])[F:26])[CH2:20][CH2:19]3)[C:7]3[C:12]([S:13][C:14]=2[CH:15]=1)=[C:11]([O:16][CH3:17])[CH:10]=[CH:9][CH:8]=3.C(N(CC)C(C1C=CC2C(=C3CCNCC3)C3C(OC=2C=1)=CC=CC=3)=O)C.C(N(CC)C(C1C=CC2C(C3CCNCC3)C3C(OC=2C=1)=CC=CC=3)=O)C, predict the reaction product. The product is: [Br:1][C:2]1[CH:3]=[CH:4][C:5]2[CH:6]([CH:18]3[CH2:23][CH2:22][N:21]([C:24](=[O:29])[C:25]([F:26])([F:27])[F:28])[CH2:20][CH2:19]3)[C:7]3[C:12]([S:13][C:14]=2[CH:15]=1)=[C:11]([O:16][CH3:17])[CH:10]=[CH:9][CH:8]=3.